This data is from hERG Central: cardiac toxicity at 1µM, 10µM, and general inhibition. The task is: Predict hERG channel inhibition at various concentrations. (1) Results: hERG_inhib (hERG inhibition (general)): blocker. The compound is Cc1cc(NC(=S)N(CCCN2CCN(C)CC2)Cc2ccco2)ccc1Cl. (2) The molecule is COc1ccc(F)cc1C(=O)C1CCCN(Cc2ccc(O)cc2)C1. Results: hERG_inhib (hERG inhibition (general)): blocker.